Dataset: Reaction yield outcomes from USPTO patents with 853,638 reactions. Task: Predict the reaction yield, written as a fraction of the theoretical maximum amount of product (1.0 means a 100% yield; for example, 0.34 means a 34% yield). (1) The reactants are [F:1][C:2]1[CH:3]=[C:4]([N:9]2[C:13]([CH3:15])([CH3:14])[C:12](=[O:16])[N:11]([C:17]3[CH:24]=[CH:23][C:20]([C:21]#[N:22])=[C:19]([C:25]([F:28])([F:27])[F:26])[CH:18]=3)[C:10]2=[S:29])[CH:5]=[CH:6][C:7]=1[OH:8].CC1C=CC(S(O[CH:41]2[CH2:46][CH2:45][S:44](=[O:48])(=[O:47])[CH2:43][CH2:42]2)(=O)=O)=CC=1.C(=O)([O-])[O-].[Cs+].[Cs+].CN(C)C(=O)C. The catalyst is O. The product is [O:47]=[S:44]1(=[O:48])[CH2:45][CH2:46][CH:41]([O:8][C:7]2[CH:6]=[CH:5][C:4]([N:9]3[C:13]([CH3:14])([CH3:15])[C:12](=[O:16])[N:11]([C:17]4[CH:24]=[CH:23][C:20]([C:21]#[N:22])=[C:19]([C:25]([F:26])([F:27])[F:28])[CH:18]=4)[C:10]3=[S:29])=[CH:3][C:2]=2[F:1])[CH2:42][CH2:43]1. The yield is 0.724. (2) The reactants are [C:1]([N:5]([CH3:26])[C:6]([C:8]1[N:9]=[C:10](Br)[N:11]2[C:20]3[C:15](=[CH:16][C:17]([O:23][CH3:24])=[C:18]([O:21][CH3:22])[CH:19]=3)[CH2:14][CH2:13][C:12]=12)=[O:7])([CH3:4])([CH3:3])[CH3:2].[S:27]1[CH:31]=[CH:30][CH:29]=[C:28]1B(O)O.C(=O)([O-])[O-].[K+].[K+]. The catalyst is O1CCOCC1.O.CC(C)([P](C(C)(C)C)([Pd][P](C(C)(C)C)(C(C)(C)C)C(C)(C)C)C(C)(C)C)C. The product is [C:1]([N:5]([CH3:26])[C:6]([C:8]1[N:9]=[C:10]([C:28]2[S:27][CH:31]=[CH:30][CH:29]=2)[N:11]2[C:20]3[C:15](=[CH:16][C:17]([O:23][CH3:24])=[C:18]([O:21][CH3:22])[CH:19]=3)[CH2:14][CH2:13][C:12]=12)=[O:7])([CH3:4])([CH3:3])[CH3:2]. The yield is 0.310. (3) The reactants are [Cl-].O[NH3+:3].[C:4](=[O:7])([O-])[OH:5].[Na+].CS(C)=O.[CH2:13]([C:15]1[S:52][C:18]2[N:19]([CH2:36][C:37]3[CH:42]=[CH:41][C:40]([C:43]4[C:44]([C:50]#[N:51])=[CH:45][C:46]([F:49])=[CH:47][CH:48]=4)=[CH:39][CH:38]=3)[C:20](=[O:35])[N:21]([CH2:24][C:25]([C:27]3[CH:32]=[CH:31][C:30]([O:33][CH3:34])=[CH:29][CH:28]=3)=[O:26])[C:22](=[O:23])[C:17]=2[CH:16]=1)[CH3:14]. The catalyst is C(Cl)(Cl)Cl. The product is [CH2:13]([C:15]1[S:52][C:18]2[N:19]([CH2:36][C:37]3[CH:42]=[CH:41][C:40]([C:43]4[CH:48]=[CH:47][C:46]([F:49])=[CH:45][C:44]=4[C:50]4[NH:3][C:4](=[O:7])[O:5][N:51]=4)=[CH:39][CH:38]=3)[C:20](=[O:35])[N:21]([CH2:24][C:25]([C:27]3[CH:28]=[CH:29][C:30]([O:33][CH3:34])=[CH:31][CH:32]=3)=[O:26])[C:22](=[O:23])[C:17]=2[CH:16]=1)[CH3:14]. The yield is 0.580. (4) The reactants are C[O:2][C:3]([C:5]1[S:6][C:7]([C:23]2[CH:28]=[CH:27][CH:26]=[CH:25][CH:24]=2)=[CH:8][C:9]=1[N:10]([CH:20]([CH3:22])[CH3:21])[C:11]([CH:13]1[CH2:18][CH2:17][C:16](=[CH2:19])[CH2:15][CH2:14]1)=[O:12])=[O:4].O[Li].O. The catalyst is C1COCC1.CO.O. The product is [CH:20]([N:10]([C:11]([CH:13]1[CH2:14][CH2:15][C:16](=[CH2:19])[CH2:17][CH2:18]1)=[O:12])[C:9]1[CH:8]=[C:7]([C:23]2[CH:28]=[CH:27][CH:26]=[CH:25][CH:24]=2)[S:6][C:5]=1[C:3]([OH:4])=[O:2])([CH3:22])[CH3:21]. The yield is 0.520.